Dataset: Forward reaction prediction with 1.9M reactions from USPTO patents (1976-2016). Task: Predict the product of the given reaction. (1) Given the reactants [CH3:1][C:2]([CH3:5])([O-])[CH3:3].[Na+].I[CH2:8][CH2:9][CH3:10].Cl.[CH3:12][C:13]1[CH:18]=[CH:17][C:16]([NH:19][C:20]2[CH:25]=[CH:24][CH:23]=[CH:22][CH:21]=2)=[CH:15][CH:14]=1.Br[C:27]1[CH:32]=[CH:31][C:30]([C:33]2[CH:38]=[CH:37][C:36]([C:39]3[CH:44]=[CH:43][C:42](Br)=[CH:41][CH:40]=3)=[CH:35][CH:34]=2)=[CH:29][CH:28]=1, predict the reaction product. The product is: [C:9]1([N:19]([C:16]2[CH:17]=[CH:3][C:2]([CH3:5])=[CH:1][CH:15]=2)[C:27]2[CH:32]=[CH:31][C:30]([C:33]3[CH:38]=[CH:37][C:36]([C:39]4[CH:44]=[CH:43][C:42]([N:19]([C:20]5[CH:21]=[CH:22][CH:23]=[CH:24][CH:25]=5)[C:16]5[CH:17]=[CH:18][C:13]([CH3:12])=[CH:14][CH:15]=5)=[CH:41][CH:40]=4)=[CH:35][CH:34]=3)=[CH:29][CH:28]=2)[CH:10]=[CH:14][CH:13]=[CH:12][CH:8]=1. (2) Given the reactants [Cl:1][S:2]([OH:5])(=O)=[O:3].[S:6]1[CH:10]=[CH:9][CH:8]=[C:7]1[C:11]([N:13]1[CH2:18][CH2:17][O:16][CH2:15][CH2:14]1)=[O:12], predict the reaction product. The product is: [N:13]1([C:11]([C:7]2[S:6][C:10]([S:2]([Cl:1])(=[O:5])=[O:3])=[CH:9][CH:8]=2)=[O:12])[CH2:18][CH2:17][O:16][CH2:15][CH2:14]1. (3) Given the reactants [CH:1](=[O:5])/[CH:2]=[CH:3]/[CH3:4].[CH2:6]=[O:7].[CH2:8]=[CH:9][CH:10]=[CH2:11], predict the reaction product. The product is: [CH:3]([C:2]1([CH:1]=[O:5])[CH2:6][CH2:11][CH:10]=[CH:9][CH2:8]1)=[CH2:4].[CH:3]([CH:2]1[CH2:1][CH2:11][C:10]([CH:6]=[O:7])=[CH:9][CH2:8]1)=[CH2:4]. (4) Given the reactants [CH3:1][C:2]([Si:5]([CH3:11])([CH3:10])[O:6][CH2:7][CH2:8][OH:9])([CH3:4])[CH3:3].F[C:13]1[CH:18]=[CH:17][C:16]([N+:19]([O-:21])=[O:20])=[CH:15][C:14]=1[F:22].[H-].[Na+], predict the reaction product. The product is: [CH3:4][C:2]([Si:5]([O:6][CH2:7][CH2:8][O:9][C:13]1[CH:18]=[CH:17][C:16]([N+:19]([O-:21])=[O:20])=[CH:15][C:14]=1[F:22])([CH3:11])[CH3:10])([CH3:1])[CH3:3]. (5) The product is: [NH2:24][C:11]1[CH:12]=[C:13]([F:23])[C:14]([S:16][C:17]2[N:18]([CH3:22])[CH:19]=[CH:20][N:21]=2)=[CH:15][C:10]=1[C:9]([NH:8][C:5]1[CH:4]=[CH:3][C:2]([Br:1])=[CH:7][N:6]=1)=[O:27]. Given the reactants [Br:1][C:2]1[CH:3]=[CH:4][C:5]([NH:8][C:9](=[O:27])[C:10]2[CH:15]=[C:14]([S:16][C:17]3[N:18]([CH3:22])[CH:19]=[CH:20][N:21]=3)[C:13]([F:23])=[CH:12][C:11]=2[N+:24]([O-])=O)=[N:6][CH:7]=1.[NH4+].[Cl-], predict the reaction product. (6) Given the reactants [C:1]([OH:16])(=[O:15])[CH2:2][CH2:3][CH2:4][CH2:5][CH2:6][CH2:7][CH2:8][CH2:9][CH2:10][CH2:11][CH2:12][CH2:13][CH3:14].O[CH2:18][CH:19]([NH:22][C:23](=[O:29])[O:24][C:25]([CH3:28])([CH3:27])[CH3:26])[CH2:20][OH:21].CN1[CH2:36][CH2:35][O:34]CC1.Cl.C(N=C=N[CH2:43][CH2:44][CH2:45]N(C)C)C, predict the reaction product. The product is: [C:1]([O:16][CH2:18][CH:19]([NH:22][C:23]([O:24][C:25]([CH3:28])([CH3:27])[CH3:26])=[O:29])[CH2:20][O:21][C:35](=[O:34])[CH2:36][CH2:1][CH2:2][CH2:3][CH2:4][CH2:5][CH2:6][CH2:7][CH2:8][CH2:9][CH2:45][CH2:44][CH3:43])(=[O:15])[CH2:2][CH2:3][CH2:4][CH2:5][CH2:6][CH2:7][CH2:8][CH2:9][CH2:10][CH2:11][CH2:12][CH2:13][CH3:14].